Dataset: Forward reaction prediction with 1.9M reactions from USPTO patents (1976-2016). Task: Predict the product of the given reaction. (1) Given the reactants COC1C=CC(C[N:8]2[CH2:13][CH2:12][N:11]([CH2:14][C:15]3[CH:16]=[CH:17][C:18]([NH:21][C:22]([C:24]4[CH:25]=[CH:26][C:27]([C:34]5[C:39]([Cl:40])=[C:38]([O:41][CH3:42])[CH:37]=[C:36]([O:43][CH3:44])[C:35]=5[Cl:45])=[C:28]5[C:33]=4[N:32]=[CH:31][CH:30]=[CH:29]5)=[O:23])=[N:19][CH:20]=3)[CH2:10][CH2:9]2)=CC=1, predict the reaction product. The product is: [N:11]1([CH2:14][C:15]2[CH:16]=[CH:17][C:18]([NH:21][C:22]([C:24]3[CH:25]=[CH:26][C:27]([C:34]4[C:35]([Cl:45])=[C:36]([O:43][CH3:44])[CH:37]=[C:38]([O:41][CH3:42])[C:39]=4[Cl:40])=[C:28]4[C:33]=3[N:32]=[CH:31][CH:30]=[CH:29]4)=[O:23])=[N:19][CH:20]=2)[CH2:12][CH2:13][NH:8][CH2:9][CH2:10]1. (2) Given the reactants CCN(C(C)C)C(C)C.OC(C(F)(F)F)=O.[NH2:17][CH2:18][C:19]([N:21]1[CH2:26][CH2:25][N:24]([C:27](=[O:38])[C:28]2[CH:33]=[CH:32][CH:31]=[CH:30][C:29]=2[C:34]([F:37])([F:36])[F:35])[CH2:23][CH2:22]1)=[O:20].C1C=CC2N(O)N=NC=2C=1.CCN=C=NCCCN(C)C.Cl.[F:61][C:62]1[CH:70]=[CH:69][C:65]([C:66](O)=[O:67])=[CH:64][CH:63]=1, predict the reaction product. The product is: [F:61][C:62]1[CH:70]=[CH:69][C:65]([C:66]([NH:17][CH2:18][C:19](=[O:20])[N:21]2[CH2:22][CH2:23][N:24]([C:27](=[O:38])[C:28]3[CH:33]=[CH:32][CH:31]=[CH:30][C:29]=3[C:34]([F:37])([F:35])[F:36])[CH2:25][CH2:26]2)=[O:67])=[CH:64][CH:63]=1. (3) Given the reactants [CH3:1][C:2]1[C:6]([CH2:7][C:8]2[S:20][C:11]3[C:12]([CH2:18][CH3:19])=[N:13][N:14]([CH3:17])[C:15](=[O:16])[C:10]=3[C:9]=2[C:21](N2C[C@H](O)CO2)=[O:22])=[C:5]([CH3:29])[NH:4][N:3]=1.FC(F)(F)C(O)=[O:33], predict the reaction product. The product is: [CH3:29][C:5]1[C:6]([CH2:7][C:8]2[S:20][C:11]3[C:12]([CH2:18][CH3:19])=[N:13][N:14]([CH3:17])[C:15](=[O:16])[C:10]=3[C:9]=2[C:21]([OH:22])=[O:33])=[C:2]([CH3:1])[NH:3][N:4]=1. (4) Given the reactants [F:1][C:2]([F:7])([F:6])[C:3]([OH:5])=[O:4].[NH2:8][C@H:9]1[CH2:15][CH2:14][CH2:13][CH2:12][N:11]([C:16]2[CH:21]=[CH:20][CH:19]=[CH:18][C:17]=2OC)[C:10]1=[O:24].[CH2:25](NC1C=CC=CC=1C)C=C, predict the reaction product. The product is: [F:1][C:2]([F:7])([F:6])[C:3]([OH:5])=[O:4].[NH2:8][C@H:9]1[CH2:15][CH2:14][CH2:13][CH2:12][N:11]([C:16]2[CH:21]=[CH:20][CH:19]=[CH:18][C:17]=2[CH3:25])[C:10]1=[O:24]. (5) Given the reactants Cl.[CH3:2][NH:3][O:4][CH3:5].[CH2:6]([O:13][C:14]1[C:22]([Br:23])=[CH:21][C:17]([C:18](Cl)=[O:19])=[C:16](C)[CH:15]=1)[C:7]1[CH:12]=[CH:11][CH:10]=[CH:9][CH:8]=1.O, predict the reaction product. The product is: [CH2:6]([O:13][C:14]1[C:22]([Br:23])=[CH:21][C:17]([C:18]([N:3]([O:4][CH3:5])[CH3:2])=[O:19])=[CH:16][CH:15]=1)[C:7]1[CH:8]=[CH:9][CH:10]=[CH:11][CH:12]=1. (6) Given the reactants [CH3:1][C:2]1[CH:3]=[C:4]([CH:8]=[C:9](/[CH:11]=[CH:12]/[C:13]2[CH:18]=[CH:17][CH:16]=[CH:15][CH:14]=2)[N:10]=1)[C:5](O)=[O:6].C1C=CC(P([N:33]=[N+:34]=[N-:35])(C2C=CC=CC=2)=O)=CC=1, predict the reaction product. The product is: [CH3:1][C:2]1[CH:3]=[C:4]([CH:8]=[C:9](/[CH:11]=[CH:12]/[C:13]2[CH:18]=[CH:17][CH:16]=[CH:15][CH:14]=2)[N:10]=1)[C:5]([N:33]=[N+:34]=[N-:35])=[O:6]. (7) Given the reactants [ClH:1].[CH3:2][N:3]([CH3:22])[C@@H:4]1[CH2:13][CH2:12][C:11]2[C:6](=[CH:7][CH:8]=[CH:9][C:10]=2[C:14]2[C:15]([CH3:21])=[N:16][N:17]([CH3:20])[C:18]=2[CH3:19])[CH2:5]1, predict the reaction product. The product is: [ClH:1].[CH3:22][N:3]([CH3:2])[C@@H:4]1[CH2:13][CH2:12][C:11]2[C:6](=[CH:7][CH:8]=[CH:9][C:10]=2[C:14]2[C:15]([CH3:21])=[N:16][N:17]([CH3:20])[C:18]=2[CH3:19])[CH2:5]1.